This data is from Reaction yield outcomes from USPTO patents with 853,638 reactions. The task is: Predict the reaction yield, written as a fraction of the theoretical maximum amount of product (1.0 means a 100% yield; for example, 0.34 means a 34% yield). (1) The reactants are [H-].[Na+].[C:3](=[O:10])([O:7][CH2:8][CH3:9])OCC.[H-].[Na+].C1COCC1.[CH3:18][O:19][C:20]1[CH:21]=[C:22]2[C:27](=[CH:28][CH:29]=1)[C:26](=[O:30])[CH2:25][CH2:24][CH2:23]2. The catalyst is C1COCC1.CCOCC.CC(O)=O. The product is [CH2:8]([O:7][C:3]([CH:25]1[CH2:24][CH2:23][C:22]2[C:27](=[CH:28][CH:29]=[C:20]([O:19][CH3:18])[CH:21]=2)[C:26]1=[O:30])=[O:10])[CH3:9]. The yield is 0.918. (2) The reactants are [C:1]([O:5][C:6](=[O:26])[NH:7][C:8]1[S:9][C:10]2[CH:16]=[C:15]([CH2:17]O)[CH:14]=[C:13]([C:19]3[CH:24]=[CH:23][CH:22]=[C:21]([Cl:25])[CH:20]=3)[C:11]=2[N:12]=1)([CH3:4])([CH3:3])[CH3:2].C1C=CC(P(C2C=CC=CC=2)C2C=CC=CC=2)=CC=1.C1C(=O)N([Br:53])C(=O)C1. The catalyst is C(Cl)Cl. The product is [C:1]([O:5][C:6](=[O:26])[NH:7][C:8]1[S:9][C:10]2[CH:16]=[C:15]([CH2:17][Br:53])[CH:14]=[C:13]([C:19]3[CH:24]=[CH:23][CH:22]=[C:21]([Cl:25])[CH:20]=3)[C:11]=2[N:12]=1)([CH3:4])([CH3:3])[CH3:2]. The yield is 0.730. (3) The reactants are [F:1][C:2]([F:41])([O:6][C:7]1[CH:8]=[C:9]([CH2:13][N:14]([CH2:34][CH:35]([OH:40])[C:36]([F:39])([F:38])[F:37])[C:15]2[CH:16]=[C:17]([CH:31]=[CH:32][CH:33]=2)[O:18][CH2:19][C:20]2[CH:21]=[C:22]([CH:28]=[CH:29][CH:30]=2)[C:23]([O:25]CC)=[O:24])[CH:10]=[CH:11][CH:12]=1)[CH:3]([F:5])[F:4].[OH-].[Li+].Cl. The catalyst is O.O1CCCC1. The product is [F:1][C:2]([F:41])([O:6][C:7]1[CH:8]=[C:9]([CH2:13][N:14]([CH2:34][CH:35]([OH:40])[C:36]([F:37])([F:38])[F:39])[C:15]2[CH:16]=[C:17]([CH:31]=[CH:32][CH:33]=2)[O:18][CH2:19][C:20]2[CH:21]=[C:22]([CH:28]=[CH:29][CH:30]=2)[C:23]([OH:25])=[O:24])[CH:10]=[CH:11][CH:12]=1)[CH:3]([F:4])[F:5]. The yield is 0.190. (4) The reactants are C(OC([N:8]1[CH2:13][CH2:12][C:11]2[N:14]([CH2:27][CH2:28][CH2:29][N:30]3[CH2:35][CH2:34][CH:33]([N:36]4[C:40]5[CH:41]=[CH:42][CH:43]=[CH:44][C:39]=5[N:38]([CH3:45])[C:37]4=[O:46])[CH2:32][CH2:31]3)[N:15]=[C:16]([C:17]3[CH:22]=[CH:21][C:20]([C:23]([F:26])([F:25])[F:24])=[CH:19][CH:18]=3)[C:10]=2[CH2:9]1)=O)(C)(C)C.C(Cl)Cl. The catalyst is FC(F)(F)C(O)=O. The product is [CH3:45][N:38]1[C:39]2[CH:44]=[CH:43][CH:42]=[CH:41][C:40]=2[N:36]([CH:33]2[CH2:34][CH2:35][N:30]([CH2:29][CH2:28][CH2:27][N:14]3[C:11]4[CH2:12][CH2:13][NH:8][CH2:9][C:10]=4[C:16]([C:17]4[CH:18]=[CH:19][C:20]([C:23]([F:25])([F:26])[F:24])=[CH:21][CH:22]=4)=[N:15]3)[CH2:31][CH2:32]2)[C:37]1=[O:46]. The yield is 0.960.